Predict which catalyst facilitates the given reaction. From a dataset of Catalyst prediction with 721,799 reactions and 888 catalyst types from USPTO. (1) Reactant: [NH3:1].[Br:2][C:3]1[CH:12]=[CH:11][C:6]([C:7](OC)=[O:8])=[C:5]([CH2:13]Br)[CH:4]=1.[OH-].[NH4+]. Product: [Br:2][C:3]1[CH:4]=[C:5]2[C:6](=[CH:11][CH:12]=1)[C:7](=[O:8])[NH:1][CH2:13]2. The catalyst class is: 5. (2) Reactant: C(OC(=O)C[C@H]([NH:20][C:21](N)=[O:22])CC1C=CC(C2C=CC=CC=2)=CC=1)C.Br[CH2:26][C:27](=O)[C:28]([O:30][CH2:31][CH3:32])=[O:29]. Product: [CH2:31]([O:30][C:28]([C:27]1[N:20]=[CH:21][O:22][CH:26]=1)=[O:29])[CH3:32]. The catalyst class is: 14.